This data is from Forward reaction prediction with 1.9M reactions from USPTO patents (1976-2016). The task is: Predict the product of the given reaction. (1) Given the reactants [F:1][C:2]1[CH:7]=[C:6]([I:8])[CH:5]=[CH:4][C:3]=1[NH:9][C:10]1[CH:18]=[N:17][CH:16]=[CH:15][C:11]=1[C:12]([OH:14])=O.[CH:19]1([CH2:22][NH2:23])[CH2:21][CH2:20]1, predict the reaction product. The product is: [CH:19]1([CH2:22][NH:23][C:12](=[O:14])[C:11]2[CH:15]=[CH:16][N:17]=[CH:18][C:10]=2[NH:9][C:3]2[CH:4]=[CH:5][C:6]([I:8])=[CH:7][C:2]=2[F:1])[CH2:21][CH2:20]1. (2) Given the reactants C(OC(=O)[NH:7][CH:8]([NH:17][CH2:18][C:19]1[CH:24]=[CH:23][C:22]([CH2:25][CH2:26][C:27]2[N:28]=[C:29]([NH:32][C:33](=[O:35])[CH3:34])[S:30][CH:31]=2)=[CH:21][CH:20]=1)[NH:9]C(=O)OC(C)(C)C)(C)(C)C.[ClH:37], predict the reaction product. The product is: [ClH:37].[NH2:9][C:8]([NH:17][CH2:18][C:19]1[CH:24]=[CH:23][C:22]([CH2:25][CH2:26][C:27]2[N:28]=[C:29]([NH:32][C:33](=[O:35])[CH3:34])[S:30][CH:31]=2)=[CH:21][CH:20]=1)=[NH:7]. (3) Given the reactants Cl[C:2]1[S:3][C:4](Cl)=[CH:5][C:6]=1[C:7]([O:9][CH3:10])=[O:8].[C:12]1(B(O)O)[CH:17]=[CH:16][CH:15]=[CH:14][CH:13]=1.C(=O)([O-])[O-].[Na+].[Na+], predict the reaction product. The product is: [C:12]1([C:2]2[S:3][C:4]([C:12]3[CH:17]=[CH:16][CH:15]=[CH:14][CH:13]=3)=[CH:5][C:6]=2[C:7]([O:9][CH3:10])=[O:8])[CH:17]=[CH:16][CH:15]=[CH:14][CH:13]=1. (4) Given the reactants [CH2:1]([N:3]([CH:34]1[CH2:39][CH2:38][O:37][CH2:36][CH2:35]1)[C:4]1[C:5]([CH3:33])=[C:6]([CH:22]=[C:23]([C:25]#[C:26][CH:27]2[CH2:32][CH2:31][NH:30][CH2:29][CH2:28]2)[CH:24]=1)[C:7]([NH:9][CH2:10][C:11]1[C:12](=[O:21])[NH:13][C:14]([CH3:20])=[CH:15][C:16]=1[CH:17]([CH3:19])[CH3:18])=[O:8])[CH3:2].[CH3:40][C@@H:41]1[CH2:43][O:42]1, predict the reaction product. The product is: [CH2:1]([N:3]([CH:34]1[CH2:39][CH2:38][O:37][CH2:36][CH2:35]1)[C:4]1[C:5]([CH3:33])=[C:6]([CH:22]=[C:23]([C:25]#[C:26][CH:27]2[CH2:28][CH2:29][N:30]([CH2:40][C@H:41]([OH:42])[CH3:43])[CH2:31][CH2:32]2)[CH:24]=1)[C:7]([NH:9][CH2:10][C:11]1[C:12](=[O:21])[NH:13][C:14]([CH3:20])=[CH:15][C:16]=1[CH:17]([CH3:19])[CH3:18])=[O:8])[CH3:2]. (5) Given the reactants [OH-].[Na+].[Si]([O:10][C:11]1[CH:20]=[C:19]([C:21]([OH:34])([CH2:28][CH2:29][CH2:30][CH2:31][CH2:32][CH3:33])[CH2:22][C:23]([O:25]CC)=[O:24])[CH:18]=[C:17]2[C:12]=1[C@@H:13]1[CH2:40][C:39]([CH3:41])=[CH:38][CH2:37][C@H:14]1[C:15]([CH3:36])([CH3:35])[O:16]2)(C(C)(C)C)(C)C.C1COCC1.O, predict the reaction product. The product is: [OH:34][C:21]([C:19]1[CH:18]=[C:17]2[C:12]([C@@H:13]3[CH2:40][C:39]([CH3:41])=[CH:38][CH2:37][C@H:14]3[C:15]([CH3:35])([CH3:36])[O:16]2)=[C:11]([OH:10])[CH:20]=1)([CH2:28][CH2:29][CH2:30][CH2:31][CH2:32][CH3:33])[CH2:22][C:23]([OH:25])=[O:24].